Task: Predict the reaction yield, written as a fraction of the theoretical maximum amount of product (1.0 means a 100% yield; for example, 0.34 means a 34% yield).. Dataset: Reaction yield outcomes from USPTO patents with 853,638 reactions (1) The reactants are C(N1C=CN=C1)(N1C=CN=C1)=O.[C:13]([O:17][C:18]([NH:20][C:21]([CH3:26])([CH3:25])[C:22]([OH:24])=O)=[O:19])([CH3:16])([CH3:15])[CH3:14].C(N(CC)C(C)C)(C)C.[Br:36][C:37]1[C:38]([NH2:44])=[N:39][CH:40]=[C:41]([Br:43])[N:42]=1. The catalyst is CN(C)C=O.ClCCl. The product is [Br:36][C:37]1[C:38]([NH:44][C:22](=[O:24])[C:21]([NH:20][C:18](=[O:19])[O:17][C:13]([CH3:14])([CH3:15])[CH3:16])([CH3:26])[CH3:25])=[N:39][CH:40]=[C:41]([Br:43])[N:42]=1. The yield is 0.370. (2) The catalyst is ClCCl. The product is [OH:5][C:3]([C:2]([F:7])([F:6])[F:1])=[O:4].[NH:15]1[CH2:18][CH:17]([C:19](=[O:21])[CH3:20])[CH2:16]1. The reactants are [F:1][C:2]([F:7])([F:6])[C:3]([OH:5])=[O:4].C(OC([N:15]1[CH2:18][CH:17]([C:19](=[O:21])[CH3:20])[CH2:16]1)=O)(C)(C)C. The yield is 1.00. (3) The reactants are [Cl:1][C:2]1[CH:3]=[C:4]([NH:8][C:9]2[N:14]=[CH:13][N:12]=[C:11]([C:15]3[CH:20]=[CH:19][N:18]=[C:17]([C:21]#[N:22])[CH:16]=3)[N:10]=2)[CH:5]=[CH:6][CH:7]=1. The catalyst is CN(C)C=O.[Ni]. The product is [NH2:22][CH2:21][C:17]1[CH:16]=[C:15]([C:11]2[N:12]=[CH:13][N:14]=[C:9]([NH:8][C:4]3[CH:5]=[CH:6][CH:7]=[C:2]([Cl:1])[CH:3]=3)[N:10]=2)[CH:20]=[CH:19][N:18]=1. The yield is 0.800. (4) The yield is 0.440. The product is [C:1]([C:3]1[CH:4]=[C:5]([C:16]2[CH:15]=[C:14]3[C:19](=[CH:18][CH:17]=2)[NH:11][C:12](=[O:27])[C:13]23[CH2:23][CH2:22][CH2:21][CH2:20]2)[CH:6]=[C:7]([F:9])[CH:8]=1)#[N:2]. The reactants are [C:1]([C:3]1[CH:4]=[C:5](Br)[CH:6]=[C:7]([F:9])[CH:8]=1)#[N:2].[NH:11]1[C:19]2[C:14](=[CH:15][CH:16]=[CH:17][CH:18]=2)[C:13]2([CH:23](B(O)O)[CH2:22][CH2:21][CH2:20]2)[C:12]1=[O:27].C(=O)([O-])[O-].[Na+].[Na+].[OH-].[Na+]. The catalyst is COCCOC.O.C1C=CC([P]([Pd]([P](C2C=CC=CC=2)(C2C=CC=CC=2)C2C=CC=CC=2)([P](C2C=CC=CC=2)(C2C=CC=CC=2)C2C=CC=CC=2)[P](C2C=CC=CC=2)(C2C=CC=CC=2)C2C=CC=CC=2)(C2C=CC=CC=2)C2C=CC=CC=2)=CC=1. (5) The reactants are Cl[C:2]1[CH:7]=[C:6]2[CH2:8][O:9][C:10]3[CH:34]=[C:33]4[C:13]([CH:14]=[CH:15][C:16]5[N:20]=[C:19]([CH:21]6[CH2:25][CH2:24][CH2:23][N:22]6[C:26]([O:28][C:29]([CH3:32])([CH3:31])[CH3:30])=[O:27])[NH:18][C:17]=54)=[CH:12][C:11]=3[C:5]2=[CH:4][CH:3]=1.[B:35]1([B:35]2[O:39][C:38]([CH3:41])([CH3:40])[C:37]([CH3:43])([CH3:42])[O:36]2)[O:39][C:38]([CH3:41])([CH3:40])[C:37]([CH3:43])([CH3:42])[O:36]1.C([O-])(=O)C.[K+]. The catalyst is O1CCOCC1.C(OCC)(=O)C.C1(P(C2CCCCC2)C2C=CC=CC=2C2C(C(C)C)=CC(C(C)C)=CC=2C(C)C)CCCCC1. The product is [CH3:42][C:37]1([CH3:43])[C:38]([CH3:41])([CH3:40])[O:39][B:35]([C:2]2[CH:7]=[C:6]3[CH2:8][O:9][C:10]4[CH:34]=[C:33]5[C:13]([CH:14]=[CH:15][C:16]6[N:20]=[C:19]([CH:21]7[CH2:25][CH2:24][CH2:23][N:22]7[C:26]([O:28][C:29]([CH3:32])([CH3:31])[CH3:30])=[O:27])[NH:18][C:17]=65)=[CH:12][C:11]=4[C:5]3=[CH:4][CH:3]=2)[O:36]1. The yield is 0.940. (6) The product is [F:1][C:2]1[CH:3]=[C:4]([NH:24][C:35]([NH:34][C:32](=[O:33])[CH2:31][C:25]2[CH:26]=[CH:27][CH:28]=[CH:29][CH:30]=2)=[O:36])[CH:5]=[CH:6][C:7]=1[O:8][C:9]1[CH:14]=[CH:13][N:12]=[C:11]2[CH:15]=[C:16]([C:18]3[N:22]([CH3:23])[CH:21]=[N:20][CH:19]=3)[S:17][C:10]=12. The reactants are [F:1][C:2]1[CH:3]=[C:4]([NH2:24])[CH:5]=[CH:6][C:7]=1[O:8][C:9]1[CH:14]=[CH:13][N:12]=[C:11]2[CH:15]=[C:16]([C:18]3[N:22]([CH3:23])[CH:21]=[N:20][CH:19]=3)[S:17][C:10]=12.[C:25]1([CH2:31][C:32]([N:34]=[C:35]=[O:36])=[O:33])[CH:30]=[CH:29][CH:28]=[CH:27][CH:26]=1. No catalyst specified. The yield is 0.420.